Dataset: Reaction yield outcomes from USPTO patents with 853,638 reactions. Task: Predict the reaction yield, written as a fraction of the theoretical maximum amount of product (1.0 means a 100% yield; for example, 0.34 means a 34% yield). (1) The reactants are [NH2:1][C:2]1[CH:3]=[CH:4][C:5]2[N:6]=[CH:7][N:8]=[C:9]([NH:12][C:13]3[CH:18]=[CH:17][CH:16]=[C:15]([Br:19])[CH:14]=3)[C:10]=2[N:11]=1.[C:20](O)(=[O:23])[CH:21]=[CH2:22].Cl.CN(C)CCCN=C=NCC.CCOC(C)=O.C(Cl)Cl. The catalyst is CC(N(C)C)=O.C(Cl)Cl.CCCCCC.CO.C(Cl)Cl.CCOC(C)=O. The product is [Br:19][C:15]1[CH:14]=[C:13]([NH:12][C:9]2[C:10]3[N:11]=[C:2]([NH:1][C:20](=[O:23])[CH:21]=[CH2:22])[CH:3]=[CH:4][C:5]=3[N:6]=[CH:7][N:8]=2)[CH:18]=[CH:17][CH:16]=1. The yield is 0.260. (2) The reactants are [NH2:1][C:2]1[CH:7]=[C:6]([O:8][C:9]2[CH:14]=[CH:13][C:12]([NH2:15])=[C:11]([Cl:16])[CH:10]=2)[CH:5]=[CH:4][N:3]=1.[CH2:17]([N:19]([CH2:22][CH3:23])[CH2:20]C)[CH3:18].ClC(OC1C=CC=CC=1)=[O:26].N1CCCC1. The catalyst is O1CCCC1.CCCCCC.C(OCC)(=O)C. The product is [NH2:15][C:12]1[CH:13]=[CH:14][C:9]([O:8][C:6]2[CH:5]=[CH:4][N:3]=[C:2]([NH:1][C:20]([N:19]3[CH2:22][CH2:23][CH2:18][CH2:17]3)=[O:26])[CH:7]=2)=[CH:10][C:11]=1[Cl:16]. The yield is 0.350. (3) The reactants are Cl[S:2]([N:5]=[C:6]=[O:7])(=[O:4])=[O:3].C[C:9]([OH:12])([CH3:11])C.[CH2:13]([O:15][C:16](=[O:19])[CH2:17][NH2:18])[CH3:14].[CH3:20][CH2:21]N(CC)CC.Cl. The catalyst is C(Cl)Cl. The product is [CH2:9]([O:12][C:6]([NH:5][S:2]([NH:18][CH2:17][C:16]([O:15][CH2:13][CH3:14])=[O:19])(=[O:4])=[O:3])=[O:7])[CH2:11][CH2:20][CH3:21]. The yield is 0.850. (4) The reactants are [NH2:1][C:2]1[CH2:6][CH2:5][C@@H:4]([CH3:7])[C:3]=1[C:8]([O:10]CC)=O.C([O-])=O.[NH4+].[CH:17]([NH2:19])=O. No catalyst specified. The product is [CH3:7][C@H:4]1[C:3]2[C:8]([OH:10])=[N:19][CH:17]=[N:1][C:2]=2[CH2:6][CH2:5]1. The yield is 0.650.